Dataset: Forward reaction prediction with 1.9M reactions from USPTO patents (1976-2016). Task: Predict the product of the given reaction. (1) The product is: [Br:17][C:15]1[CH:14]=[N:13][C:12]2[NH:18][C:3](=[O:2])[C@H:5]3[N:6]([CH2:7][CH2:8][CH2:9]3)[CH2:10][C:11]=2[CH:16]=1. Given the reactants C[O:2][C:3]([C@@H:5]1[CH2:9][CH2:8][CH2:7][N:6]1[CH2:10][C:11]1[C:12]([NH2:18])=[N:13][CH:14]=[C:15]([Br:17])[CH:16]=1)=O.[H-].[Na+], predict the reaction product. (2) Given the reactants [CH:1]([CH:3]=O)=O.[NH2:5][CH2:6][CH2:7][NH:8][CH2:9][CH2:10][NH:11][CH2:12][CH2:13][NH2:14].N1[C:19]2C=CC=C[C:18]=2N=N1.[BH4-].[Na+], predict the reaction product. The product is: [CH2:10]1[N:11]2[CH:19]3[CH:18]4[N:14]([CH2:1][CH2:3][N:5]4[CH2:6][CH2:7][N:8]3[CH2:9]1)[CH2:13][CH2:12]2.